Dataset: Reaction yield outcomes from USPTO patents with 853,638 reactions. Task: Predict the reaction yield, written as a fraction of the theoretical maximum amount of product (1.0 means a 100% yield; for example, 0.34 means a 34% yield). The yield is 0.900. No catalyst specified. The reactants are [C:1]([C:3]1[C:4]([C:18]2[CH:23]=[CH:22][C:21]([Cl:24])=[CH:20][C:19]=2[Cl:25])=[C:5]([C:15]([NH2:17])=O)[S:6][C:7]=1[C:8]1[CH:13]=[CH:12][N:11]=[C:10]([F:14])[CH:9]=1)#[N:2].COC(OC)[N:29]([CH3:31])C.C(O)(=O)C.O.[NH2:39]N. The product is [Cl:25][C:19]1[CH:20]=[C:21]([Cl:24])[CH:22]=[CH:23][C:18]=1[C:4]1[C:3]([C:1]#[N:2])=[C:7]([C:8]2[CH:13]=[CH:12][N:11]=[C:10]([F:14])[CH:9]=2)[S:6][C:5]=1[C:15]1[NH:29][CH:31]=[N:39][N:17]=1.